From a dataset of Forward reaction prediction with 1.9M reactions from USPTO patents (1976-2016). Predict the product of the given reaction. (1) Given the reactants [C:1]([CH:3]1[CH2:8][CH2:7][N:6]([C:9]([C@H:11]([NH:16][C:17]([C:19]2[C:27]3[C:22](=[N:23][CH:24]=[C:25](Br)[N:26]=3)[N:21](COCC[Si](C)(C)C)[CH:20]=2)=[O:18])[C:12]([CH3:15])([CH3:14])[CH3:13])=[O:10])[CH2:5][CH2:4]1)#[N:2].C(C1CCN(C(=O)[C@H](NC(C2C3C(=NC=C(Br)N=3)N(COCC[Si](C)(C)C)C=2)=O)C2CC2)CC1)#N.[CH3:72][O:73][C:74]1[CH:79]=[CH:78][N:77]=[C:76]([Sn](CCCC)(CCCC)CCCC)[CH:75]=1.C(C1C=CN=C([Sn](CCCC)(CCCC)CCCC)C=1)(C)(C)C, predict the reaction product. The product is: [C:1]([CH:3]1[CH2:8][CH2:7][N:6]([C:9]([C@H:11]([NH:16][C:17]([C:19]2[C:27]3[C:22](=[N:23][CH:24]=[C:25]([C:76]4[CH:75]=[C:74]([O:73][CH3:72])[CH:79]=[CH:78][N:77]=4)[N:26]=3)[NH:21][CH:20]=2)=[O:18])[C:12]([CH3:14])([CH3:13])[CH3:15])=[O:10])[CH2:5][CH2:4]1)#[N:2]. (2) The product is: [CH2:1]([O:3][C:4]1[CH:9]=[CH:8][C:7]([F:10])=[CH:6][C:5]=1[C:11]1[C:12]2[CH:19]=[C:18]([C:20]3[CH2:21][CH2:22][NH:23][CH2:24][CH:25]=3)[NH:17][C:13]=2[N:14]=[CH:15][N:16]=1)[CH3:2]. Given the reactants [CH2:1]([O:3][C:4]1[CH:9]=[CH:8][C:7]([F:10])=[CH:6][C:5]=1[C:11]1[C:12]2[CH:19]=[C:18]([C:20]3[CH2:21][CH2:22][N:23](C(OC(C)(C)C)=O)[CH2:24][CH:25]=3)[NH:17][C:13]=2[N:14]=[CH:15][N:16]=1)[CH3:2].FC(F)(F)C(O)=O, predict the reaction product. (3) Given the reactants F[C:2]1[CH:3]=[C:4]([C:9]2[O:13][N:12]=[C:11]([C:14]([N:16]3[CH2:21][C@H:20]([CH2:22][CH:23]([CH3:25])[CH3:24])[NH:19][C:18](=[O:26])[C@@H:17]3[CH2:27][CH:28]([CH3:30])[CH3:29])=[O:15])[CH:10]=2)[CH:5]=[CH:6][C:7]=1F.C([C@@H]1NC[C@H](CC(C)C)N[C:36]1=[O:45])C(C)C.COC1C=C(C2ON=C(C(O)=O)C=2)C=CC=1, predict the reaction product. The product is: [CH2:27]([C@@H:17]1[N:16]([C:14]([C:11]2[CH:10]=[C:9]([C:4]3[CH:5]=[CH:6][CH:7]=[C:2]([O:45][CH3:36])[CH:3]=3)[O:13][N:12]=2)=[O:15])[CH2:21][C@H:20]([CH2:22][CH:23]([CH3:25])[CH3:24])[NH:19][C:18]1=[O:26])[CH:28]([CH3:30])[CH3:29]. (4) Given the reactants [CH:1](=O)[C:2]1[CH:7]=[CH:6][CH:5]=[CH:4][CH:3]=1.[S:9]1[CH:13]=[CH:12][CH:11]=[C:10]1[C:14](=[O:16])[CH3:15], predict the reaction product. The product is: [C:2]1([CH:1]=[CH:15][C:14]([C:10]2[S:9][CH:13]=[CH:12][CH:11]=2)=[O:16])[CH:7]=[CH:6][CH:5]=[CH:4][CH:3]=1. (5) Given the reactants [CH3:1][C:2]1[CH:10]=[CH:9][CH:8]=[C:7]([CH3:11])[C:3]=1[C:4](Cl)=[O:5].[OH:12]/[N:13]=[C:14](\[NH2:23])/[C:15]1[CH:20]=[CH:19][CH:18]=[CH:17][C:16]=1[O:21][CH3:22].C(Cl)Cl, predict the reaction product. The product is: [CH3:1][C:2]1[CH:10]=[CH:9][CH:8]=[C:7]([CH3:11])[C:3]=1[C:4]([O:12]/[N:13]=[C:14](\[NH2:23])/[C:15]1[CH:20]=[CH:19][CH:18]=[CH:17][C:16]=1[O:21][CH3:22])=[O:5]. (6) Given the reactants [CH:1]([C:3]1[CH:8]=[CH:7][CH:6]=[CH:5][C:4]=1[C:9]1[CH:14]=[CH:13][C:12]([C:15]2[CH:24]=[C:23]([C:25]([O:27][CH3:28])=[O:26])[C:18]3[N:19]([CH3:22])[N:20]=[N:21][C:17]=3[CH:16]=2)=[CH:11][CH:10]=1)=O.[NH:29]1[CH2:34][CH2:33][O:32][CH2:31][CH2:30]1.C(O[BH-](OC(=O)C)OC(=O)C)(=O)C.[Na+].C(O)(=O)C, predict the reaction product. The product is: [CH3:22][N:19]1[C:18]2[C:23]([C:25]([O:27][CH3:28])=[O:26])=[CH:24][C:15]([C:12]3[CH:11]=[CH:10][C:9]([C:4]4[CH:5]=[CH:6][CH:7]=[CH:8][C:3]=4[CH2:1][N:29]4[CH2:34][CH2:33][O:32][CH2:31][CH2:30]4)=[CH:14][CH:13]=3)=[CH:16][C:17]=2[N:21]=[N:20]1. (7) Given the reactants [CH:1]1([CH2:4][O:5][C:6]2[CH:33]=[CH:32][C:9]([CH2:10][O:11][C:12]3[CH:20]=[CH:19][C:18]4[N:17]5[CH2:21][CH2:22][CH:23]([CH2:24][C:25]([O:27]C(C)(C)C)=[O:26])[C:16]5=[CH:15][C:14]=4[CH:13]=3)=[CH:8][C:7]=2[C:34]([F:37])([F:36])[F:35])[CH2:3][CH2:2]1.C1(OC)C=CC=CC=1.C(O)(C(F)(F)F)=O, predict the reaction product. The product is: [CH:1]1([CH2:4][O:5][C:6]2[CH:33]=[CH:32][C:9]([CH2:10][O:11][C:12]3[CH:20]=[CH:19][C:18]4[N:17]5[CH2:21][CH2:22][CH:23]([CH2:24][C:25]([OH:27])=[O:26])[C:16]5=[CH:15][C:14]=4[CH:13]=3)=[CH:8][C:7]=2[C:34]([F:37])([F:35])[F:36])[CH2:3][CH2:2]1. (8) Given the reactants [NH:1]1[CH2:6][CH2:5][CH:4]([C:7]2[C:11]3=[C:12]4[CH:18]=[CH:17][NH:16][C:13]4=[N:14][CH:15]=[C:10]3[NH:9][N:8]=2)[CH2:3][CH2:2]1.[CH:19]1([S:22](Cl)(=[O:24])=[O:23])[CH2:21][CH2:20]1.CO, predict the reaction product. The product is: [CH:19]1([S:22]([N:1]2[CH2:6][CH2:5][CH:4]([C:7]3[C:11]4=[C:12]5[CH:18]=[CH:17][NH:16][C:13]5=[N:14][CH:15]=[C:10]4[NH:9][N:8]=3)[CH2:3][CH2:2]2)(=[O:24])=[O:23])[CH2:21][CH2:20]1. (9) Given the reactants [Cl:1][C:2]1[CH:3]=[C:4]([S:9]([CH:12]2[CH2:17][CH2:16][NH:15][CH2:14][CH2:13]2)(=[O:11])=[O:10])[CH:5]=[CH:6][C:7]=1[Cl:8].Cl[C:19]1[C:24]([C:25]#[N:26])=[CH:23][CH:22]=[CH:21][N:20]=1, predict the reaction product. The product is: [Cl:1][C:2]1[CH:3]=[C:4]([S:9]([CH:12]2[CH2:17][CH2:16][N:15]([C:19]3[N:20]=[CH:21][CH:22]=[CH:23][C:24]=3[C:25]#[N:26])[CH2:14][CH2:13]2)(=[O:11])=[O:10])[CH:5]=[CH:6][C:7]=1[Cl:8]. (10) Given the reactants [C:1]1(=[O:7])[CH2:5][CH2:4][C:3](=O)[CH2:2]1.[NH2:8][CH2:9][C:10]([O:12][C:13]([CH3:16])([CH3:15])[CH3:14])=[O:11].O.C1(C)C=CC(S(O)(=O)=O)=CC=1.O, predict the reaction product. The product is: [O:7]=[C:1]1[CH2:5][CH2:4][C:3]([NH:8][CH2:9][C:10]([O:12][C:13]([CH3:16])([CH3:15])[CH3:14])=[O:11])=[CH:2]1.